Dataset: Catalyst prediction with 721,799 reactions and 888 catalyst types from USPTO. Task: Predict which catalyst facilitates the given reaction. (1) Reactant: C([O-])([O-])=O.[K+].[K+].[Cl:7][C:8]1[CH:9]=[CH:10][C:11]([OH:17])=[C:12]([CH:16]=1)[C:13]([OH:15])=[O:14].Cl[CH2:19][C:20]([CH3:22])=[CH2:21]. Product: [Cl:7][C:8]1[CH:9]=[CH:10][C:11]([O:17][CH2:13][C:12]([CH3:16])=[CH2:11])=[C:12]([CH:16]=1)[C:13]([O:15][CH2:19][C:20]([CH3:22])=[CH2:21])=[O:14]. The catalyst class is: 3. (2) Reactant: [C:1]([O:5][C:6](=[O:21])[NH:7][C:8]1[CH:9]=[CH:10][C:11]2[CH2:17][CH2:16][CH2:15][C:14](SC)=[N:13][C:12]=2[CH:20]=1)([CH3:4])([CH3:3])[CH3:2].[CH3:22][O:23][CH:24]([O:27][CH3:28])[CH2:25][NH2:26]. Product: [C:1]([O:5][C:6](=[O:21])[NH:7][C:8]1[CH:9]=[CH:10][C:11]2[CH2:17][CH2:16][CH2:15][C:14]([NH:26][CH2:25][CH:24]([O:27][CH3:28])[O:23][CH3:22])=[N:13][C:12]=2[CH:20]=1)([CH3:4])([CH3:3])[CH3:2]. The catalyst class is: 8. (3) Reactant: O.[OH-].[Li+].[F:4][C:5]1[CH:6]=[C:7]([C@@H:11]2[CH2:20][CH2:19][CH2:18][C@H:17]3[N:12]2[C:13](=[O:29])[CH:14](P(=O)(OCC)OCC)[CH2:15][CH2:16]3)[CH:8]=[CH:9][CH:10]=1.[CH3:30][O:31][C:32]1[CH:33]=[C:34]([CH:37]=[CH:38][C:39]=1[N:40]1[CH:44]=[C:43]([CH3:45])[N:42]=[CH:41]1)[CH:35]=O.C(OCC)(=O)C. Product: [F:4][C:5]1[CH:6]=[C:7]([C@@H:11]2[CH2:20][CH2:19][CH2:18][C@H:17]3[N:12]2[C:13](=[O:29])/[C:14](=[CH:35]/[C:34]2[CH:37]=[CH:38][C:39]([N:40]4[CH:44]=[C:43]([CH3:45])[N:42]=[CH:41]4)=[C:32]([O:31][CH3:30])[CH:33]=2)/[CH2:15][CH2:16]3)[CH:8]=[CH:9][CH:10]=1. The catalyst class is: 214. (4) Reactant: C(=O)(O)[O-].[Na+].[N:6]1([C:31]2C=CC=C[N:32]=2)[CH2:11][CH2:10][CH:9]([O:12][N:13]=[C:14]2[CH2:19][CH2:18][N:17]([C:20]3[CH:25]=[CH:24][C:23]([S:26]([CH3:29])(=[O:28])=[O:27])=[CH:22][C:21]=3[F:30])[CH2:16][CH2:15]2)[CH2:8][CH2:7]1.N#CBr.C(=O)([O-])[O-].[Na+].[Na+].S([O-])([O-])(=O)=O.[Mg+2]. Product: [F:30][C:21]1[CH:22]=[C:23]([S:26]([CH3:29])(=[O:27])=[O:28])[CH:24]=[CH:25][C:20]=1[N:17]1[CH2:18][CH2:19][C:14](=[N:13][O:12][CH:9]2[CH2:10][CH2:11][N:6]([C:31]#[N:32])[CH2:7][CH2:8]2)[CH2:15][CH2:16]1. The catalyst class is: 34. (5) Reactant: [CH3:1][C:2]1[CH:3]=[C:4]([CH:6]=[C:7]([CH3:9])[CH:8]=1)[NH2:5].Cl.Cl[C:12]1[C:21]2[C:16](=[CH:17][CH:18]=[CH:19][CH:20]=2)[C:15]([CH2:22][C:23]2[CH:28]=[CH:27][N:26]=[CH:25][CH:24]=2)=[CH:14][N:13]=1. Product: [CH3:1][C:2]1[CH:3]=[C:4]([CH:6]=[C:7]([CH3:9])[CH:8]=1)[NH:5][C:12]1[C:21]2[C:16](=[CH:17][CH:18]=[CH:19][CH:20]=2)[C:15]([CH2:22][C:23]2[CH:28]=[CH:27][N:26]=[CH:25][CH:24]=2)=[CH:14][N:13]=1. The catalyst class is: 8.